From a dataset of Full USPTO retrosynthesis dataset with 1.9M reactions from patents (1976-2016). Predict the reactants needed to synthesize the given product. (1) Given the product [NH2:14][C:10]1[CH:9]=[C:8]([C:5]2[CH:4]=[CH:3][C:2]([CH3:1])=[CH:7][CH:6]=2)[CH:13]=[CH:12][N:11]=1, predict the reactants needed to synthesize it. The reactants are: [CH3:1][C:2]1[CH:7]=[CH:6][C:5]([C:8]2[CH:13]=[CH:12][N:11]=[CH:10][CH:9]=2)=[CH:4][CH:3]=1.[NH2-:14].[Na+]. (2) Given the product [Br:21][C:22]1[C:30]2[C:25](=[N:26][CH:27]=[N:28][C:29]=2[NH:31][CH2:32][C:33]2[CH:38]=[CH:37][C:36]([O:39][CH3:40])=[CH:35][C:34]=2[O:41][CH3:42])[N:24]([CH:15]2[CH2:16][CH2:17][CH2:18][C:19]3[N:11]([S:1]([C:4]4[CH:10]=[CH:9][C:7]([CH3:8])=[CH:6][CH:5]=4)(=[O:2])=[O:3])[N:12]=[CH:13][C:14]2=3)[N:23]=1, predict the reactants needed to synthesize it. The reactants are: [S:1]([N:11]1[C:19]2[CH2:18][CH2:17][CH2:16][CH:15](O)[C:14]=2[CH:13]=[N:12]1)([C:4]1[CH:10]=[CH:9][C:7]([CH3:8])=[CH:6][CH:5]=1)(=[O:3])=[O:2].[Br:21][C:22]1[C:30]2[C:25](=[N:26][CH:27]=[N:28][C:29]=2[NH:31][CH2:32][C:33]2[CH:38]=[CH:37][C:36]([O:39][CH3:40])=[CH:35][C:34]=2[O:41][CH3:42])[NH:24][N:23]=1.C1C=CC(P(C2C=CC=CC=2)C2C=CC=CC=2)=CC=1.CC(OC(/N=N/C(OC(C)C)=O)=O)C.